The task is: Predict which catalyst facilitates the given reaction.. This data is from Catalyst prediction with 721,799 reactions and 888 catalyst types from USPTO. Reactant: C([O:8][N:9]1[C:15](=[O:16])[N:14]2[CH2:17][C@H:10]1[CH2:11][CH2:12][C@H:13]2[C:18]([NH:20][C:21]1[CH:26]=[CH:25][N:24]=[C:23]([O:27][CH3:28])[CH:22]=1)=[O:19])C1C=CC=CC=1. Product: [OH:8][N:9]1[C:15](=[O:16])[N:14]2[CH2:17][C@H:10]1[CH2:11][CH2:12][C@H:13]2[C:18]([NH:20][C:21]1[CH:26]=[CH:25][N:24]=[C:23]([O:27][CH3:28])[CH:22]=1)=[O:19]. The catalyst class is: 43.